Dataset: Reaction yield outcomes from USPTO patents with 853,638 reactions. Task: Predict the reaction yield, written as a fraction of the theoretical maximum amount of product (1.0 means a 100% yield; for example, 0.34 means a 34% yield). (1) The catalyst is CS(C)=O.O. The yield is 0.440. The reactants are F[C:2]1[CH:12]=[CH:11][C:5]([C:6]([O:8][CH2:9][CH3:10])=[O:7])=[CH:4][CH:3]=1.[CH3:13][N:14]([CH3:18])[CH2:15][CH2:16][NH2:17].C(=O)([O-])[O-].[K+].[K+].C(OCC)(=O)C. The product is [CH3:13][N:14]([CH3:18])[CH2:15][CH2:16][NH:17][C:2]1[CH:12]=[CH:11][C:5]([C:6]([O:8][CH2:9][CH3:10])=[O:7])=[CH:4][CH:3]=1. (2) The reactants are FC(F)(F)[C:3]1[CH:4]=[C:5]([NH:9][C:10](=[O:29])[NH:11][C:12]2[CH:17]=[CH:16][C:15]([C:18]3[S:22][C:21]([CH2:23][CH2:24]C(OC)=O)=[N:20][CH:19]=3)=[CH:14][CH:13]=2)[CH:6]=[CH:7][CH:8]=1.NC1C=CC(C2SC(CC[NH:46][S:47]([C:50]([F:53])([F:52])[F:51])(=[O:49])=[O:48])=NC=2)=CC=1.C1(N=C=O)CCCCC1. No catalyst specified. The product is [CH:5]1([NH:9][C:10](=[O:29])[NH:11][C:12]2[CH:13]=[CH:14][C:15]([C:18]3[S:22][C:21]([CH2:23][CH2:24][NH:46][S:47]([C:50]([F:53])([F:52])[F:51])(=[O:49])=[O:48])=[N:20][CH:19]=3)=[CH:16][CH:17]=2)[CH2:6][CH2:7][CH2:8][CH2:3][CH2:4]1. The yield is 0.730. (3) The catalyst is O1CCOCC1.[Pd](Cl)Cl.C1(P(C2C=CC=CC=2)[C-]2C=CC=C2)C=CC=CC=1.[C-]1(P(C2C=CC=CC=2)C2C=CC=CC=2)C=CC=C1.[Fe+2]. The product is [CH:11]1([S:8]([C:5]2[CH:6]=[CH:7][C:2]([B:17]3[O:21][C:20]([CH3:23])([CH3:22])[C:19]([CH3:25])([CH3:24])[O:18]3)=[C:3]([O:15][CH3:16])[CH:4]=2)(=[O:10])=[O:9])[CH2:14][CH2:13][CH2:12]1. The yield is 0.940. The reactants are Br[C:2]1[CH:7]=[CH:6][C:5]([S:8]([CH:11]2[CH2:14][CH2:13][CH2:12]2)(=[O:10])=[O:9])=[CH:4][C:3]=1[O:15][CH3:16].[B:17]1([B:17]2[O:21][C:20]([CH3:23])([CH3:22])[C:19]([CH3:25])([CH3:24])[O:18]2)[O:21][C:20]([CH3:23])([CH3:22])[C:19]([CH3:25])([CH3:24])[O:18]1.C([O-])(=O)C.[K+]. (4) The reactants are [F:1][C:2]([F:10])([F:9])[C:3]([CH2:5][C:6](=O)[CH3:7])=O.[NH2:11][NH2:12]. The catalyst is CO. The product is [CH3:7][C:6]1[NH:12][N:11]=[C:3]([C:2]([F:10])([F:9])[F:1])[CH:5]=1. The yield is 0.950. (5) The reactants are Br[C:2]1[CH:7]=[CH:6][CH:5]=[C:4]([N+:8]([O-:10])=[O:9])[C:3]=1[O:11][CH3:12].[C:13]([Si:15]([CH3:18])([CH3:17])[CH3:16])#[CH:14].C(NC(C)C)(C)C. The catalyst is CC(N(C)C)=O.Cl[Pd](Cl)([P](C1C=CC=CC=1)(C1C=CC=CC=1)C1C=CC=CC=1)[P](C1C=CC=CC=1)(C1C=CC=CC=1)C1C=CC=CC=1.[Cu]I. The product is [CH3:12][O:11][C:3]1[C:4]([N+:8]([O-:10])=[O:9])=[CH:5][CH:6]=[CH:7][C:2]=1[C:14]#[C:13][Si:15]([CH3:18])([CH3:17])[CH3:16]. The yield is 0.280. (6) The reactants are [C:1]([C:3]1[CH:4]=[C:5]([C:9]2[CH:10]=[CH:11][C:12]3[O:16][C:15]([C:17]4[CH:22]=[CH:21][C:20]([F:23])=[CH:19][CH:18]=4)=[C:14]([C:24]([NH:26][CH3:27])=[O:25])[C:13]=3[CH:28]=2)[CH:6]=[CH:7][CH:8]=1)#[N:2].N[C@@H:30]([C:33]1[CH:38]=[CH:37][CH:36]=[CH:35][CH:34]=1)[CH2:31][OH:32]. The catalyst is C1(Cl)C=CC=CC=1.[Cl-].[Zn+2].[Cl-]. The product is [F:23][C:20]1[CH:21]=[CH:22][C:17]([C:15]2[O:16][C:12]3[CH:11]=[CH:10][C:9]([C:5]4[CH:6]=[CH:7][CH:8]=[C:3]([C:1]5[O:32][CH2:31][C@H:30]([C:33]6[CH:38]=[CH:37][CH:36]=[CH:35][CH:34]=6)[N:2]=5)[CH:4]=4)=[CH:28][C:13]=3[C:14]=2[C:24]([NH:26][CH3:27])=[O:25])=[CH:18][CH:19]=1. The yield is 0.230. (7) The reactants are [Cl:1][C:2]1[CH:7]=[CH:6][C:5]([NH:8][S:9]([C:12]([F:15])([F:14])[F:13])(=[O:11])=[O:10])=[C:4]([O:16][C:17]2[CH:22]=[CH:21][C:20]([Cl:23])=[CH:19][C:18]=2[Cl:24])[CH:3]=1.CI.[C:27](=O)([O-])[O-].[K+].[K+]. The catalyst is CC(C)=O. The product is [Cl:1][C:2]1[CH:7]=[CH:6][C:5]([N:8]([CH3:27])[S:9]([C:12]([F:15])([F:13])[F:14])(=[O:10])=[O:11])=[C:4]([O:16][C:17]2[CH:22]=[CH:21][C:20]([Cl:23])=[CH:19][C:18]=2[Cl:24])[CH:3]=1. The yield is 0.980. (8) The reactants are [CH3:1][N:2]1[C:6]([C:7]2[CH:8]=[C:9]([C:16]([O:18]C)=[O:17])[S:10][C:11]=2[C:12]([F:15])([F:14])[F:13])=[CH:5][CH:4]=[N:3]1.[OH-].[K+]. The catalyst is C1COCC1.O. The product is [CH3:1][N:2]1[C:6]([C:7]2[CH:8]=[C:9]([C:16]([OH:18])=[O:17])[S:10][C:11]=2[C:12]([F:13])([F:14])[F:15])=[CH:5][CH:4]=[N:3]1. The yield is 0.800. (9) The reactants are [CH2:1]([CH:3]1[CH:7]([C:8]2[N:12]3[C:13]4[CH:19]=[CH:18][NH:17][C:14]=4[N:15]=[CH:16][C:11]3=[N:10][N:9]=2)[CH2:6][CH:5]([CH2:20][CH2:21][CH2:22][C:23]([NH2:25])=O)[CH2:4]1)[CH3:2].C(OC(C(F)(F)F)=O)(C(F)(F)F)=O. The catalyst is C(Cl)Cl. The product is [CH2:1]([C@H:3]1[C@@H:7]([C:8]2[N:12]3[C:13]4[CH:19]=[CH:18][NH:17][C:14]=4[N:15]=[CH:16][C:11]3=[N:10][N:9]=2)[CH2:6][C@@H:5]([CH2:20][CH2:21][CH2:22][C:23]#[N:25])[CH2:4]1)[CH3:2]. The yield is 0.150. (10) The reactants are Cl[C:2]1[C:11]2[C:6](=[CH:7][CH:8]=[CH:9][CH:10]=2)[N:5]=[C:4]([CH2:12][F:13])[N:3]=1.[CH3:14][O:15][C:16]1[CH:21]=[CH:20][C:19]([NH:22][CH3:23])=[CH:18][CH:17]=1.Cl.C([O-])(O)=O.[Na+]. The catalyst is C(O)(C)C. The product is [F:13][CH2:12][C:4]1[N:3]=[C:2]([N:22]([C:19]2[CH:20]=[CH:21][C:16]([O:15][CH3:14])=[CH:17][CH:18]=2)[CH3:23])[C:11]2[C:6](=[CH:7][CH:8]=[CH:9][CH:10]=2)[N:5]=1. The yield is 0.0950.